Dataset: Catalyst prediction with 721,799 reactions and 888 catalyst types from USPTO. Task: Predict which catalyst facilitates the given reaction. (1) Reactant: [CH2:1]([O:3][C:4]([N:6]1[CH2:11][CH2:10][N:9]([C:12](=[O:49])[C@@H:13]([NH:23][C:24]([C:26]2[CH:30]=[C:29]([O:31][C:32]3([C:36]([O:38][CH2:39][CH3:40])=[O:37])[CH2:35][CH2:34][CH2:33]3)[N:28]([C:41]3[CH:46]=[CH:45][CH:44]=[C:43]([O:47][CH3:48])[CH:42]=3)[N:27]=2)=[O:25])[CH2:14][CH2:15][C:16]([O:18]C(C)(C)C)=[O:17])[CH2:8][CH2:7]1)=[O:5])[CH3:2].C1(C)C=CC=CC=1. Product: [CH2:1]([O:3][C:4]([N:6]1[CH2:11][CH2:10][N:9]([C:12](=[O:49])[C@@H:13]([NH:23][C:24]([C:26]2[CH:30]=[C:29]([O:31][C:32]3([C:36]([O:38][CH2:39][CH3:40])=[O:37])[CH2:35][CH2:34][CH2:33]3)[N:28]([C:41]3[CH:46]=[CH:45][CH:44]=[C:43]([O:47][CH3:48])[CH:42]=3)[N:27]=2)=[O:25])[CH2:14][CH2:15][C:16]([OH:18])=[O:17])[CH2:8][CH2:7]1)=[O:5])[CH3:2]. The catalyst class is: 157. (2) Reactant: [N:1]1([C:7]2[N:12]=[CH:11][C:10]([C:13](=[O:15])[CH3:14])=[CH:9][N:8]=2)[CH2:6][CH2:5][NH:4][CH2:3][CH2:2]1.[F:16][C:17]1[CH:22]=[CH:21][C:20]([Mg]Br)=[CH:19][CH:18]=1. Product: [F:16][C:17]1[CH:22]=[CH:21][C:20]([C:13]([C:10]2[CH:11]=[N:12][C:7]([N:1]3[CH2:2][CH2:3][NH:4][CH2:5][CH2:6]3)=[N:8][CH:9]=2)([OH:15])[CH3:14])=[CH:19][CH:18]=1. The catalyst class is: 1. (3) Reactant: [NH2:1][C:2]1[N:3]=[C:4]2[CH:9]=[CH:8][C:7]([O:10][C:11]3[CH:12]=[C:13]([NH:17][C:18](=[O:30])[C:19]4[CH:24]=[CH:23][CH:22]=[C:21]([C:25]5([C:28]#[N:29])[CH2:27][CH2:26]5)[CH:20]=4)[CH:14]=[CH:15][CH:16]=3)=[N:6][N:5]2[CH:31]=1.[N:32]1[CH:37]=[CH:36][C:35]([C:38](O)=[O:39])=[CH:34][CH:33]=1.C(Cl)(=O)C(Cl)=O.O1CCCC1. Product: [C:28]([C:25]1([C:21]2[CH:20]=[C:19]([CH:24]=[CH:23][CH:22]=2)[C:18]([NH:17][C:13]2[CH:12]=[C:11]([CH:16]=[CH:15][CH:14]=2)[O:10][C:7]2[CH:8]=[CH:9][C:4]3[N:5]([CH:31]=[C:2]([NH:1][C:38](=[O:39])[C:35]4[CH:36]=[CH:37][N:32]=[CH:33][CH:34]=4)[N:3]=3)[N:6]=2)=[O:30])[CH2:27][CH2:26]1)#[N:29]. The catalyst class is: 637. (4) Reactant: [F:1][C:2]1[CH:3]=[C:4]([N:8]2[C:12]([NH2:13])=[C:11]([CH3:14])[C:10]([C:15]3[CH:16]=[N:17][N:18]([CH3:20])[CH:19]=3)=[N:9]2)[CH:5]=[N:6][CH:7]=1.Cl[C:22](Cl)([O:24]C(=O)OC(Cl)(Cl)Cl)Cl.CCN(C(C)C)C(C)C.[F:42][C:43]1[CH:44]=[C:45]([C@@H:50]2[CH2:54][N:53]([CH2:55][CH2:56][O:57][CH3:58])[CH2:52][C@H:51]2[NH2:59])[CH:46]=[CH:47][C:48]=1[F:49]. Product: [F:42][C:43]1[CH:44]=[C:45]([C@@H:50]2[CH2:54][N:53]([CH2:55][CH2:56][O:57][CH3:58])[CH2:52][C@H:51]2[NH:59][C:22]([NH:13][C:12]2[N:8]([C:4]3[CH:5]=[N:6][CH:7]=[C:2]([F:1])[CH:3]=3)[N:9]=[C:10]([C:15]3[CH:16]=[N:17][N:18]([CH3:20])[CH:19]=3)[C:11]=2[CH3:14])=[O:24])[CH:46]=[CH:47][C:48]=1[F:49]. The catalyst class is: 2. (5) Reactant: [CH3:1][O:2][C:3]([C:5]1[C@@H:6]2[N:20]([C:21]([O:23][C:24]([CH3:27])([CH3:26])[CH3:25])=[O:22])[C@H:9]([CH2:10][C:11]=1OS(C(F)(F)F)(=O)=O)[CH2:8][CH2:7]2)=[O:4].[OH:28][C:29]1[CH:34]=[CH:33][C:32](B(O)O)=[CH:31][CH:30]=1.C([O-])([O-])=O.[Na+].[Na+]. Product: [CH3:1][O:2][C:3]([C:5]1[C@@H:6]2[N:20]([C:21]([O:23][C:24]([CH3:27])([CH3:26])[CH3:25])=[O:22])[C@H:9]([CH2:10][C:11]=1[C:32]1[CH:33]=[CH:34][C:29]([OH:28])=[CH:30][CH:31]=1)[CH2:8][CH2:7]2)=[O:4]. The catalyst class is: 104. (6) Reactant: [C:1]([O:5][C:6](=[O:27])[CH2:7][C:8]1[CH:13]=[CH:12][CH:11]=[CH:10][C:9]=1[CH:14]=[CH:15][N:16]1C(=O)C2C(=CC=CC=2)C1=O)([CH3:4])([CH3:3])[CH3:2].O.NN. Product: [C:1]([O:5][C:6](=[O:27])[CH2:7][C:8]1[CH:13]=[CH:12][CH:11]=[CH:10][C:9]=1[CH2:14][CH2:15][NH2:16])([CH3:2])([CH3:4])[CH3:3]. The catalyst class is: 14.